The task is: Predict the reaction yield, written as a fraction of the theoretical maximum amount of product (1.0 means a 100% yield; for example, 0.34 means a 34% yield).. This data is from Reaction yield outcomes from USPTO patents with 853,638 reactions. (1) The reactants are [C:1]([C:5]1[CH:9]=[C:8]([NH2:10])[N:7]([C:11]2[CH:12]=[N:13][CH:14]=[C:15]([F:17])[CH:16]=2)[N:6]=1)([CH3:4])([CH3:3])[CH3:2].C(=O)([O-])[O-].[K+].[K+].Cl[C:25]([O:27][C:28]1[CH:33]=[CH:32][CH:31]=[CH:30][CH:29]=1)=[O:26]. The catalyst is C(Cl)Cl. The product is [C:1]([C:5]1[CH:9]=[C:8]([NH:10][C:25](=[O:26])[O:27][C:28]2[CH:33]=[CH:32][CH:31]=[CH:30][CH:29]=2)[N:7]([C:11]2[CH:12]=[N:13][CH:14]=[C:15]([F:17])[CH:16]=2)[N:6]=1)([CH3:4])([CH3:2])[CH3:3]. The yield is 0.720. (2) The catalyst is C1COCC1.CN1C(=O)CCC1. The product is [CH2:25]([C:2]1[C:7]([C:8]2[CH:13]=[CH:12][N:11]=[C:10]([NH:14][C:15]3[CH:22]=[CH:21][C:18]([C:19]#[N:20])=[CH:17][CH:16]=3)[N:9]=2)=[CH:6][N:5]=[C:4]([S:23][CH3:24])[N:3]=1)[CH3:26]. The yield is 0.210. The reactants are Cl[C:2]1[C:7]([C:8]2[CH:13]=[CH:12][N:11]=[C:10]([NH:14][C:15]3[CH:22]=[CH:21][C:18]([C:19]#[N:20])=[CH:17][CH:16]=3)[N:9]=2)=[CH:6][N:5]=[C:4]([S:23][CH3:24])[N:3]=1.[CH2:25]([Mg]Br)[CH3:26]. (3) The reactants are [Cl:1][C:2]1[N:7]=[C:6](Cl)[CH:5]=[CH:4][N:3]=1.C([O-])(O)=O.[Na+].[F:14][C:15]1[CH:21]=[CH:20][C:18]([NH2:19])=[CH:17][CH:16]=1. The catalyst is C1COCC1.CCO.CCOC(C)=O. The product is [Cl:1][C:2]1[N:7]=[C:6]([NH:19][C:18]2[CH:20]=[CH:21][C:15]([F:14])=[CH:16][CH:17]=2)[CH:5]=[CH:4][N:3]=1. The yield is 0.793.